From a dataset of Catalyst prediction with 721,799 reactions and 888 catalyst types from USPTO. Predict which catalyst facilitates the given reaction. (1) Reactant: [CH3:1][N:2]([CH3:18])[C:3]1[N:8]=[C:7]([NH:9][C@@H:10]2[CH2:15][CH2:14][C@H:13]([NH2:16])[CH2:12][CH2:11]2)[CH:6]=[C:5]([CH3:17])[N:4]=1.[CH2:19]([O:21][C:22]1[CH:23]=[C:24]([CH:28]=[CH:29][C:30]=1[O:31][CH2:32][CH3:33])[C:25](O)=[O:26])[CH3:20].N1C=CC=CC=1.CN(C(ON1N=NC2C=CC=NC1=2)=[N+](C)C)C.F[P-](F)(F)(F)(F)F.[C:64]([OH:70])([C:66]([F:69])([F:68])[F:67])=[O:65]. Product: [F:67][C:66]([F:69])([F:68])[C:64]([OH:70])=[O:65].[CH3:1][N:2]([CH3:18])[C:3]1[N:8]=[C:7]([NH:9][C@@H:10]2[CH2:15][CH2:14][C@H:13]([NH:16][C:25](=[O:26])[C:24]3[CH:28]=[CH:29][C:30]([O:31][CH2:32][CH3:33])=[C:22]([O:21][CH2:19][CH3:20])[CH:23]=3)[CH2:12][CH2:11]2)[CH:6]=[C:5]([CH3:17])[N:4]=1. The catalyst class is: 623. (2) Reactant: Br[C:2]1[C:3]([C:14]#[N:15])=[CH:4][C:5]2[N:6]([CH:8]=[C:9]([CH:11]([CH3:13])[CH3:12])[N:10]=2)[CH:7]=1.[CH3:16]B(O)O.C(=O)([O-])[O-].[Na+].[Na+].O. Product: [CH:11]([C:9]1[N:10]=[C:5]2[CH:4]=[C:3]([C:14]#[N:15])[C:2]([CH3:16])=[CH:7][N:6]2[CH:8]=1)([CH3:13])[CH3:12]. The catalyst class is: 117. (3) Reactant: [CH2:1]([O:3][C:4]([C@H:6]1[CH2:8][C@@H:7]1[C:9]1[CH:35]=[CH:34][C:12]([O:13][C@H:14]2[C:22]3[C:17](=[C:18]([O:24][C:25]4[CH:33]=[CH:32][C:28]([C:29](O)=[O:30])=[CH:27][CH:26]=4)[CH:19]=[CH:20][C:21]=3[F:23])[CH2:16][CH2:15]2)=[CH:11][CH:10]=1)=[O:5])[CH3:2].Cl.CN.[CH:39]([N:42](CC)C(C)C)(C)C.[B-](F)(F)(F)F.CN(C(ON1N=NC2C1=CC=CC=2)=[N+](C)C)C. Product: [CH2:1]([O:3][C:4]([C@H:6]1[CH2:8][C@@H:7]1[C:9]1[CH:35]=[CH:34][C:12]([O:13][C@H:14]2[C:22]3[C:17](=[C:18]([O:24][C:25]4[CH:33]=[CH:32][C:28]([C:29](=[O:30])[NH:42][CH3:39])=[CH:27][CH:26]=4)[CH:19]=[CH:20][C:21]=3[F:23])[CH2:16][CH2:15]2)=[CH:11][CH:10]=1)=[O:5])[CH3:2]. The catalyst class is: 7. (4) Reactant: [OH:1][C:2]12[CH2:11][CH:6]3[CH2:7][CH:8]([CH2:10][CH:4]([C:5]3=O)[CH2:3]1)[CH2:9]2.[NH3:13]. Product: [NH2:13][CH:5]1[CH:6]2[CH2:11][C:2]3([OH:1])[CH2:9][CH:8]([CH2:10][CH:4]1[CH2:3]3)[CH2:7]2. The catalyst class is: 45. (5) Reactant: [Cl:1][C:2]1[CH:10]=[C:9]2[C:5]([C:6]([CH:32]([F:34])[F:33])=[CH:7][N:8]2[S:11]([C:14]2[C:23]3[C:18](=[CH:19][CH:20]=[CH:21][CH:22]=3)[C:17]([O:24][CH3:25])=[C:16]([N:26]3[CH2:31][CH2:30][NH:29][CH2:28][CH2:27]3)[CH:15]=2)(=[O:13])=[O:12])=[CH:4][CH:3]=1.[C:35]([BH3-])#N.[Na+].C=O. Product: [Cl:1][C:2]1[CH:10]=[C:9]2[C:5]([C:6]([CH:32]([F:34])[F:33])=[CH:7][N:8]2[S:11]([C:14]2[C:23]3[C:18](=[CH:19][CH:20]=[CH:21][CH:22]=3)[C:17]([O:24][CH3:25])=[C:16]([N:26]3[CH2:31][CH2:30][N:29]([CH3:35])[CH2:28][CH2:27]3)[CH:15]=2)(=[O:13])=[O:12])=[CH:4][CH:3]=1. The catalyst class is: 5. (6) Reactant: N1C=CC=CC=1.Cl.[CH:8]([C:11]1[CH:16]=[CH:15][C:14]([CH2:17][CH2:18][NH2:19])=[CH:13][CH:12]=1)([CH3:10])[CH3:9].[F:20][C:21]1[C:29]([CH3:30])=[CH:28][C:24]([C:25](Cl)=[O:26])=[CH:23][C:22]=1[CH3:31]. Product: [F:20][C:21]1[C:22]([CH3:31])=[CH:23][C:24]([C:25]([NH:19][CH2:18][CH2:17][C:14]2[CH:15]=[CH:16][C:11]([CH:8]([CH3:10])[CH3:9])=[CH:12][CH:13]=2)=[O:26])=[CH:28][C:29]=1[CH3:30]. The catalyst class is: 2. (7) Reactant: [CH3:1][O:2][C:3]1[N:8]2[C:9]([C:12]3[CH:13]=[C:14]([C:17]([O:19]C)=[O:18])[S:15][CH:16]=3)=[CH:10][N:11]=[C:7]2[CH:6]=[C:5]([C:21]2[CH:26]=[CH:25][CH:24]=[CH:23][CH:22]=2)[CH:4]=1.[OH-].[Na+].Cl. Product: [CH3:1][O:2][C:3]1[N:8]2[C:9]([C:12]3[CH:13]=[C:14]([C:17]([OH:19])=[O:18])[S:15][CH:16]=3)=[CH:10][N:11]=[C:7]2[CH:6]=[C:5]([C:21]2[CH:26]=[CH:25][CH:24]=[CH:23][CH:22]=2)[CH:4]=1. The catalyst class is: 24. (8) Product: [ClH:35].[OH:1][C@H:2]([CH2:27][O:28][C:29]1[CH:30]=[CH:31][CH:32]=[CH:33][CH:34]=1)[CH2:3][NH:4][CH:5]1[CH2:11][CH2:10][CH2:9][C:8]2[CH:12]=[CH:13][C:14]([C:16](=[O:19])[NH:17][CH3:18])=[CH:15][C:7]=2[CH2:6]1. Reactant: [OH:1][C@H:2]([CH2:27][O:28][C:29]1[CH:34]=[CH:33][CH:32]=[CH:31][CH:30]=1)[CH2:3][N:4](C(OC(C)(C)C)=O)[CH:5]1[CH2:11][CH2:10][CH2:9][C:8]2[CH:12]=[CH:13][C:14]([C:16](=[O:19])[NH:17][CH3:18])=[CH:15][C:7]=2[CH2:6]1.[ClH:35]. The catalyst class is: 13. (9) Reactant: [Cl:1][C:2]1[CH:10]=[CH:9][C:5]([C:6](Cl)=[O:7])=[CH:4][CH:3]=1.Cl.Cl.[NH:13]1[CH2:18][CH2:17][CH:16]([NH:19][C:20]2[S:21][CH:22]=[C:23](/[CH:25]=[CH:26]/[C:27]([O:29][CH2:30][CH3:31])=[O:28])[N:24]=2)[CH2:15][CH2:14]1.C(N(CC)CC)C.C(=O)([O-])O.[Na+]. Product: [Cl:1][C:2]1[CH:10]=[CH:9][C:5]([C:6]([N:13]2[CH2:14][CH2:15][CH:16]([NH:19][C:20]3[S:21][CH:22]=[C:23](/[CH:25]=[CH:26]/[C:27]([O:29][CH2:30][CH3:31])=[O:28])[N:24]=3)[CH2:17][CH2:18]2)=[O:7])=[CH:4][CH:3]=1. The catalyst class is: 3. (10) The catalyst class is: 1. Reactant: [CH3:1][N:2]1[C:6]([Si](CC)(CC)CC)=[CH:5][N:4]=[CH:3]1.C([Li])(C)(C)C.CCCCC.[C:24]([C:26]1[CH:33]=[CH:32][C:29]([CH:30]=[O:31])=[CH:28][CH:27]=1)#[N:25]. Product: [OH:31][CH:30]([C:6]1[N:2]([CH3:1])[CH:3]=[N:4][CH:5]=1)[C:29]1[CH:32]=[CH:33][C:26]([C:24]#[N:25])=[CH:27][CH:28]=1.